Task: Predict the product of the given reaction.. Dataset: Forward reaction prediction with 1.9M reactions from USPTO patents (1976-2016) (1) Given the reactants [CH2:1](Cl)[CH2:2]Cl.C1C=CC2N(O)N=[N:11]C=2C=1.C(OC(N[C@H:23]([CH2:27][C:28]1[CH:33]=[CH:32][C:31]([OH:34])=[CH:30][CH:29]=1)[C:24]([OH:26])=O)=O)(C)(C)C.F[C:36](F)(F)[C:37](O)=O.[CH2:42]([O:46][C:47]1([C:51]2[CH:56]=[CH:55][CH:54]=[CH:53]C=2C)[CH2:50][NH:49][CH2:48]1)[CH2:43][CH2:44][CH3:45].C([N:60]([CH2:63]C)[CH2:61][CH3:62])C.Cl.C[N:67](C)[CH:68]=[O:69], predict the reaction product. The product is: [CH2:42]([O:46][C:47]1([C:51]2[CH:56]=[CH:55][CH:54]=[CH:53][C:1]=2[CH3:2])[CH2:48][N:49]([C:24](=[O:26])[CH:23]([CH:36]([CH2:37][C:62]2[NH:11][CH:63]=[N:60][CH:61]=2)[C:68]([NH2:67])=[O:69])[CH2:27][C:28]2[CH:29]=[CH:30][C:31]([OH:34])=[CH:32][CH:33]=2)[CH2:50]1)[CH2:43][CH2:44][CH3:45]. (2) The product is: [C:1]([C:5]1[CH:6]=[CH:7][C:8]([C:11]2[CH:16]=[C:15](/[CH:17]=[CH:18]/[CH2:19][O:20][C:21]3[CH:26]=[CH:25][C:24]([CH2:27][C@H:28]([O:34][CH2:35][CH3:36])[C:29]([OH:31])=[O:30])=[CH:23][CH:22]=3)[CH:14]=[C:13]([C:37]3[CH:42]=[CH:41][C:40]([C:43]([CH3:44])([CH3:46])[CH3:45])=[CH:39][CH:38]=3)[CH:12]=2)=[CH:9][CH:10]=1)([CH3:4])([CH3:2])[CH3:3]. Given the reactants [C:1]([C:5]1[CH:10]=[CH:9][C:8]([C:11]2[CH:16]=[C:15](/[CH:17]=[CH:18]/[CH2:19][O:20][C:21]3[CH:26]=[CH:25][C:24]([CH2:27][C@H:28]([O:34][CH2:35][CH3:36])[C:29]([O:31]CC)=[O:30])=[CH:23][CH:22]=3)[CH:14]=[C:13]([C:37]3[CH:42]=[CH:41][C:40]([C:43]([CH3:46])([CH3:45])[CH3:44])=[CH:39][CH:38]=3)[CH:12]=2)=[CH:7][CH:6]=1)([CH3:4])([CH3:3])[CH3:2].[OH-].[Na+], predict the reaction product. (3) The product is: [CH3:1][C:2]1[N:6]([CH2:17][CH2:18][OH:19])[N:5]=[C:4]([N+:7]([O-:9])=[O:8])[CH:3]=1. Given the reactants [CH3:1][C:2]1[NH:6][N:5]=[C:4]([N+:7]([O-:9])=[O:8])[CH:3]=1.C(=O)([O-])[O-].[K+].[K+].I[CH2:17][CH2:18][OH:19], predict the reaction product. (4) Given the reactants [CH3:1][O:2][C:3]1[N:8]=[C:7](B2OC(C)(C)C(C)(C)O2)[CH:6]=[CH:5][CH:4]=1.Br[C:19]1[CH:20]=[C:21]([S:25]([NH:28][C:29]2[CH:34]=[CH:33][CH:32]=[CH:31][C:30]=2[S:35]([NH2:38])(=[O:37])=[O:36])(=[O:27])=[O:26])[CH:22]=[CH:23][CH:24]=1.C([O-])([O-])=O.[Na+].[Na+].O, predict the reaction product. The product is: [CH3:1][O:2][C:3]1[N:8]=[C:7]([C:19]2[CH:20]=[C:21]([S:25]([NH:28][C:29]3[CH:34]=[CH:33][CH:32]=[CH:31][C:30]=3[S:35](=[O:36])(=[O:37])[NH2:38])(=[O:26])=[O:27])[CH:22]=[CH:23][CH:24]=2)[CH:6]=[CH:5][CH:4]=1. (5) Given the reactants [Br:1][C:2]1([CH:13]([C:19]2[CH:24]=[CH:23][CH:22]=[C:21]([Cl:25])[CH:20]=2)[CH2:14][CH2:15][C:16]([OH:18])=[O:17])[C:10]2[C:5](=[CH:6][C:7]([Cl:11])=[CH:8][CH:9]=2)[NH:4][C:3]1=[O:12].[CH3:26]O, predict the reaction product. The product is: [Br:1][C:2]1([CH:13]([C:19]2[CH:24]=[CH:23][CH:22]=[C:21]([Cl:25])[CH:20]=2)[CH2:14][CH2:15][C:16]([O:18][CH3:26])=[O:17])[C:10]2[C:5](=[CH:6][C:7]([Cl:11])=[CH:8][CH:9]=2)[NH:4][C:3]1=[O:12]. (6) Given the reactants [Cl:1][C:2]1[C:7]([CH3:8])=[CH:6][CH:5]=[C:4](F)[C:3]=1[O:10][CH3:11].C[Si](C)(C)[N-:14][Si](C)(C)C.[K+].O.S(=O)(=O)(O)O.[C:28]1([CH3:34])[CH:33]=CC=C[CH:29]=1, predict the reaction product. The product is: [Cl:1][C:2]1[C:3]([O:10][CH3:11])=[C:4]([C:28]([CH3:34])([CH3:33])[C:29]#[N:14])[CH:5]=[CH:6][C:7]=1[CH3:8]. (7) Given the reactants [C:1]([C:3]1[CH:8]=[CH:7][C:6]([NH:9][C:10](=[O:18])[CH2:11][CH:12]([CH3:17])[CH2:13][C:14]([OH:16])=O)=[CH:5][CH:4]=1)#[N:2].[CH2:19]([N:21]1[C:33]2[CH2:32][CH2:31][CH2:30][CH2:29][C:28]=2[C:27]2[C:22]1=[CH:23][CH:24]=[C:25]([NH2:34])[CH:26]=2)[CH3:20].CCN(C(C)C)C(C)C.CN(C(ON1N=NC2C=CC=NC1=2)=[N+](C)C)C.F[P-](F)(F)(F)(F)F, predict the reaction product. The product is: [C:1]([C:3]1[CH:4]=[CH:5][C:6]([NH:9][C:10](=[O:18])[CH2:11][CH:12]([CH3:17])[CH2:13][C:14]([NH:34][C:25]2[CH:26]=[C:27]3[C:22](=[CH:23][CH:24]=2)[N:21]([CH2:19][CH3:20])[C:33]2[CH2:32][CH2:31][CH2:30][CH2:29][C:28]3=2)=[O:16])=[CH:7][CH:8]=1)#[N:2].